From a dataset of Forward reaction prediction with 1.9M reactions from USPTO patents (1976-2016). Predict the product of the given reaction. (1) The product is: [Cl:1][C:2]1[C:3]([NH:19][C:20]2[CH:24]=[C:23]([O:25][CH3:26])[NH:22][N:21]=2)=[N:4][C:5]([NH:9][C@H:10]([C:12]2[N:17]=[CH:16][C:15]([F:18])=[CH:14][N:13]=2)[CH3:11])=[N:6][C:7]=1[N:27]1[CH2:32][CH2:31][O:30][CH2:29][CH2:28]1. Given the reactants [Cl:1][C:2]1[C:3]([NH:19][C:20]2[CH:24]=[C:23]([O:25][CH3:26])[NH:22][N:21]=2)=[N:4][C:5]([NH:9][C@H:10]([C:12]2[N:17]=[CH:16][C:15]([F:18])=[CH:14][N:13]=2)[CH3:11])=[N:6][C:7]=1Cl.[NH:27]1[CH2:32][CH2:31][O:30][CH2:29][CH2:28]1.CCN(C(C)C)C(C)C, predict the reaction product. (2) Given the reactants [CH2:1]1[C:9]2[C:4](=[CH:5][CH:6]=[CH:7][CH:8]=2)[CH2:3][CH:2]1[N:10]([CH2:16][C:17]1[CH:22]=[C:21]([C:23]([F:26])([F:25])[F:24])[CH:20]=[CH:19][C:18]=1B1OC(C)(C)C(C)(C)O1)[C:11]([CH:13]1[CH2:15][CH2:14]1)=[O:12].[CH2:36]([O:38][C:39](=[O:48])[CH2:40][C:41]1[CH:42]=[N:43][CH:44]=[C:45](Br)[CH:46]=1)[CH3:37], predict the reaction product. The product is: [CH2:36]([O:38][C:39](=[O:48])[CH2:40][C:41]1[CH:42]=[N:43][CH:44]=[C:45]([C:18]2[CH:19]=[CH:20][C:21]([C:23]([F:26])([F:24])[F:25])=[CH:22][C:17]=2[CH2:16][N:10]([C:11]([CH:13]2[CH2:15][CH2:14]2)=[O:12])[CH:2]2[CH2:3][C:4]3[C:9](=[CH:8][CH:7]=[CH:6][CH:5]=3)[CH2:1]2)[CH:46]=1)[CH3:37]. (3) Given the reactants CC1[N:3]([C:8]2[N:13]=[C:12]([CH:14]=O)[CH:11]=[C:10]([CH3:16])[CH:9]=2)C(C)=CC=1.[NH2:17][CH2:18][C@@H:19]([C:28]([OH:30])=[O:29])[NH:20]C(OC(C)(C)C)=O.C(N(CC)CC)C.C(O[BH-](OC(=O)C)OC(=O)C)(=O)C.[Na+].[Cl:52]CCCl, predict the reaction product. The product is: [ClH:52].[ClH:52].[ClH:52].[NH2:3][C:8]1[N:13]=[C:12]([CH2:14][NH:17][CH2:18][C@@H:19]([C:28]([OH:30])=[O:29])[NH2:20])[CH:11]=[C:10]([CH3:16])[CH:9]=1. (4) Given the reactants [C:1]([C:5]1[CH:10]=[CH:9][C:8]([C:11]2[N:15]([CH3:16])[N:14]=[C:13]([C:17](=O)[CH3:18])[C:12]=2[OH:20])=[CH:7][CH:6]=1)([CH3:4])([CH3:3])[CH3:2].[Cl:21][C:22]1[CH:31]=[C:30]([C:32]([NH:34][NH2:35])=[O:33])[CH:29]=[CH:28][C:23]=1[C:24]([O:26][CH3:27])=[O:25], predict the reaction product. The product is: [C:1]([C:5]1[CH:10]=[CH:9][C:8]([C:11]2[N:15]([CH3:16])[N:14]=[C:13]([C:17](=[N:35][NH:34][C:32]([C:30]3[CH:29]=[CH:28][C:23]([C:24]([O:26][CH3:27])=[O:25])=[C:22]([Cl:21])[CH:31]=3)=[O:33])[CH3:18])[C:12]=2[OH:20])=[CH:7][CH:6]=1)([CH3:4])([CH3:3])[CH3:2]. (5) The product is: [C:19]([C:18]1[CH:21]=[C:14]([NH:13][C:6]([C:5]2[S:1][C:2]3[CH:12]=[CH:11][CH:10]=[CH:9][C:3]=3[CH:4]=2)=[O:8])[CH:15]=[CH:16][C:17]=1[N:22]1[CH2:23][CH2:24][CH:25]([N:28]2[CH2:33][CH2:32][CH2:31][CH2:30][CH2:29]2)[CH2:26][CH2:27]1)#[N:20]. Given the reactants [S:1]1[C:5]([C:6]([OH:8])=O)=[CH:4][C:3]2[CH:9]=[CH:10][CH:11]=[CH:12][C:2]1=2.[NH2:13][C:14]1[CH:15]=[CH:16][C:17]([N:22]2[CH2:27][CH2:26][CH:25]([N:28]3[CH2:33][CH2:32][CH2:31][CH2:30][CH2:29]3)[CH2:24][CH2:23]2)=[C:18]([CH:21]=1)[C:19]#[N:20], predict the reaction product. (6) Given the reactants Cl[C:2]1[C:11]([CH:12]=[O:13])=[CH:10][C:9]2[CH:8]=[C:7]3[O:14][CH2:15][O:16][C:6]3=[CH:5][C:4]=2[N:3]=1.[CH2:17]([NH2:19])[CH3:18].Cl.C([O-])(O)=O.[Na+], predict the reaction product. The product is: [CH2:17]([NH:19][C:2]1[C:11]([CH:12]=[O:13])=[CH:10][C:9]2[CH:8]=[C:7]3[O:14][CH2:15][O:16][C:6]3=[CH:5][C:4]=2[N:3]=1)[CH3:18]. (7) Given the reactants Br[C:2]1[S:6][C:5]2[CH:7]=[C:8]([O:11][CH3:12])[CH:9]=[CH:10][C:4]=2[C:3]=1[O:13][C:14]1[CH:19]=[CH:18][C:17](/[CH:20]=[CH:21]/[C:22]([O:24][CH3:25])=[O:23])=[CH:16][CH:15]=1.[CH:26]([C:29]1[CH:34]=[CH:33][CH:32]=[C:31]([CH3:35])[C:30]=1B(O)O)([CH3:28])[CH3:27].[OH-].[Ba+2].[OH-].Cl, predict the reaction product. The product is: [CH:26]([C:29]1[CH:34]=[CH:33][CH:32]=[C:31]([CH3:35])[C:30]=1[C:2]1[S:6][C:5]2[CH:7]=[C:8]([O:11][CH3:12])[CH:9]=[CH:10][C:4]=2[C:3]=1[O:13][C:14]1[CH:19]=[CH:18][C:17](/[CH:20]=[CH:21]/[C:22]([O:24][CH3:25])=[O:23])=[CH:16][CH:15]=1)([CH3:28])[CH3:27].